Dataset: Catalyst prediction with 721,799 reactions and 888 catalyst types from USPTO. Task: Predict which catalyst facilitates the given reaction. (1) Reactant: [C:1]([C:5]1[C:9]([CH:10]=[O:11])=[CH:8][NH:7][N:6]=1)([CH3:4])([CH3:3])[CH3:2].Br[CH2:13][C:14]([NH:16][C:17]1[S:21][C:20]2[CH2:22][CH2:23][CH2:24][CH2:25][C:19]=2[C:18]=1[C:26]([NH:28][CH3:29])=[O:27])=[O:15].C(=O)([O-])[O-].[K+].[K+]. Product: [C:1]([C:5]1[C:9]([CH:10]=[O:11])=[CH:8][N:7]([CH2:13][C:14]([NH:16][C:17]2[S:21][C:20]3[CH2:22][CH2:23][CH2:24][CH2:25][C:19]=3[C:18]=2[C:26]([NH:28][CH3:29])=[O:27])=[O:15])[N:6]=1)([CH3:4])([CH3:2])[CH3:3]. The catalyst class is: 3. (2) Reactant: [CH3:1][C:2]1[N:6]([C:7]([C:20]2[CH:25]=[CH:24][CH:23]=[CH:22][CH:21]=2)([C:14]2[CH:19]=[CH:18][CH:17]=[CH:16][CH:15]=2)[C:8]2[CH:13]=[CH:12][CH:11]=[CH:10][CH:9]=2)[CH:5]=[N:4][C:3]=1[CH:26]=[O:27].Cl.[C:29]([O:32][CH2:33][CH3:34])(=[O:31])[CH3:30]. Product: [OH:27][CH:26]([C:3]1[N:4]=[CH:5][N:6]([C:7]([C:14]2[CH:15]=[CH:16][CH:17]=[CH:18][CH:19]=2)([C:8]2[CH:9]=[CH:10][CH:11]=[CH:12][CH:13]=2)[C:20]2[CH:25]=[CH:24][CH:23]=[CH:22][CH:21]=2)[C:2]=1[CH3:1])[CH2:30][C:29]([O:32][CH2:33][CH3:34])=[O:31]. The catalyst class is: 7. (3) Reactant: [CH2:1]([O:12][C:13]1[CH:14]=[C:15]([CH:18]=[C:19]([O:21][CH2:22][CH2:23][CH2:24][CH2:25][CH2:26][CH2:27][CH2:28][CH2:29][CH2:30][CH2:31][CH3:32])[CH:20]=1)[CH2:16]Cl)[CH2:2][CH2:3][CH2:4][CH2:5][CH2:6][CH2:7][CH2:8][CH2:9][CH2:10][CH3:11].[N-:33]=[N+:34]=[N-:35].[Na+]. Product: [CH2:1]([O:12][C:13]1[CH:14]=[C:15]([CH:18]=[C:19]([O:21][CH2:22][CH2:23][CH2:24][CH2:25][CH2:26][CH2:27][CH2:28][CH2:29][CH2:30][CH2:31][CH3:32])[CH:20]=1)[CH2:16][N:33]=[N+:34]=[N-:35])[CH2:2][CH2:3][CH2:4][CH2:5][CH2:6][CH2:7][CH2:8][CH2:9][CH2:10][CH3:11]. The catalyst class is: 3. (4) Reactant: [Cl:1][C:2]1[N:6]([CH2:7][O:8][CH2:9][CH2:10][O:11][CH3:12])[C:5]2[CH:13]=[CH:14][C:15]([CH2:17][OH:18])=[CH:16][C:4]=2[N:3]=1.CN(C=O)C.[H-].[Na+].[CH2:26](Br)[C:27]1[CH:32]=[CH:31][CH:30]=[CH:29][CH:28]=1. Product: [CH2:26]([O:18][CH2:17][C:15]1[CH:14]=[CH:13][C:5]2[N:6]([CH2:7][O:8][CH2:9][CH2:10][O:11][CH3:12])[C:2]([Cl:1])=[N:3][C:4]=2[CH:16]=1)[C:27]1[CH:32]=[CH:31][CH:30]=[CH:29][CH:28]=1. The catalyst class is: 6. (5) Reactant: [F:1][C:2]([F:14])([O:6][C:7]1[CH:12]=[CH:11][C:10]([F:13])=[CH:9][CH:8]=1)[C:3]([OH:5])=O.C(Cl)(=O)C(Cl)=O.Cl.[CH3:22][NH:23][O:24][CH3:25]. Product: [F:14][C:2]([F:1])([O:6][C:7]1[CH:12]=[CH:11][C:10]([F:13])=[CH:9][CH:8]=1)[C:3]([N:23]([O:24][CH3:25])[CH3:22])=[O:5]. The catalyst class is: 59. (6) Reactant: [Br:1][C:2]1[CH:7]=[CH:6][C:5]([O:8][CH2:9][CH2:10][CH2:11]Cl)=[C:4]([F:13])[CH:3]=1.[NH:14]1[CH2:18][CH2:17][CH2:16][CH2:15]1. Product: [Br:1][C:2]1[CH:7]=[CH:6][C:5]([O:8][CH2:9][CH2:10][CH2:11][N:14]2[CH2:18][CH2:17][CH2:16][CH2:15]2)=[C:4]([F:13])[CH:3]=1. The catalyst class is: 44.